Predict the reactants needed to synthesize the given product. From a dataset of Full USPTO retrosynthesis dataset with 1.9M reactions from patents (1976-2016). (1) Given the product [CH:28]1[C:29]2[C:34](=[CH:33][CH:32]=[CH:31][CH:30]=2)[CH:35]=[CH:36][C:27]=1[CH2:26][O:25][CH:13]1[CH:12]([C:9]2[CH:10]=[CH:11][C:6]([CH2:5][C:3]3[O:4][C:40]([C:41]4[CH:46]=[CH:45][CH:44]=[CH:43][CH:42]=4)=[N:2][N:1]=3)=[CH:7][CH:8]=2)[CH2:17][CH2:16][N:15]([C:18]([O:20][C:21]([CH3:24])([CH3:23])[CH3:22])=[O:19])[CH2:14]1, predict the reactants needed to synthesize it. The reactants are: [NH:1]([C:3]([CH2:5][C:6]1[CH:11]=[CH:10][C:9]([CH:12]2[CH2:17][CH2:16][N:15]([C:18]([O:20][C:21]([CH3:24])([CH3:23])[CH3:22])=[O:19])[CH2:14][CH:13]2[O:25][CH2:26][C:27]2[CH:36]=[CH:35][C:34]3[C:29](=[CH:30][CH:31]=[CH:32][CH:33]=3)[CH:28]=2)=[CH:8][CH:7]=1)=[O:4])[NH2:2].CCO[C:40](OCC)(OCC)[C:41]1[CH:46]=[CH:45][CH:44]=[CH:43][CH:42]=1. (2) Given the product [CH2:3]([O:7][C:9]1[CH:14]=[C:13]([O:15][C@@H:16]2[CH2:21][CH2:20][CH2:19][CH2:18][C@@H:17]2[CH3:22])[N:12]=[CH:11][N:10]=1)[C:4]#[C:5][CH3:6], predict the reactants needed to synthesize it. The reactants are: [H-].[Na+].[CH2:3]([OH:7])[C:4]#[C:5][CH3:6].Cl[C:9]1[CH:14]=[C:13]([O:15][C@@H:16]2[CH2:21][CH2:20][CH2:19][CH2:18][C@@H:17]2[CH3:22])[N:12]=[CH:11][N:10]=1.[Cl-].[NH4+]. (3) Given the product [Cl:34][C:35]1[S:39][C:38]([C:40]([NH:2][CH2:3][C@@H:4]2[O:8][C:7](=[O:9])[N:6]([C:10]3[CH:15]=[CH:14][C:13]([N:16]4[CH2:21][CH2:20][O:19][CH2:18][C:17]4=[O:22])=[CH:12][CH:11]=3)[CH2:5]2)=[O:41])=[CH:37][CH:36]=1, predict the reactants needed to synthesize it. The reactants are: Cl.[NH2:2][CH2:3][C@@H:4]1[O:8][C:7](=[O:9])[N:6]([C:10]2[CH:15]=[CH:14][C:13]([N:16]3[CH2:21][CH2:20][O:19][CH2:18][C:17]3=[O:22])=[CH:12][CH:11]=2)[CH2:5]1.C(=O)([O-])[O-].[Ca+2].C(OO)(C)(C)C.[Cl:34][C:35]1[S:39][C:38]([CH:40]=[O:41])=[CH:37][CH:36]=1.Cl. (4) Given the product [O:1]1[C:6]2([CH2:11][CH2:10][N:9]([C:12]([O:14][C:15]([CH3:18])([CH3:17])[CH3:16])=[O:13])[CH2:8][CH2:7]2)[CH2:5][N:4]([C:22]([O:24][CH2:25][C:26]2[CH:31]=[CH:30][CH:29]=[CH:28][CH:27]=2)=[O:23])[CH2:3][CH2:2]1, predict the reactants needed to synthesize it. The reactants are: [O:1]1[C:6]2([CH2:11][CH2:10][N:9]([C:12]([O:14][C:15]([CH3:18])([CH3:17])[CH3:16])=[O:13])[CH2:8][CH2:7]2)[CH2:5][NH:4][CH2:3][CH2:2]1.[OH-].[Na+].Cl[C:22]([O:24][CH2:25][C:26]1[CH:31]=[CH:30][CH:29]=[CH:28][CH:27]=1)=[O:23]. (5) The reactants are: [NH2:1][C:2]1([CH2:15]C(OC)=O)[C:11]2[C:6](=[CH:7][CH:8]=[C:9]([Br:12])[CH:10]=2)[CH2:5][C:4]([CH3:14])([CH3:13])[CH2:3]1.C(N=C=N[CH2:25][CH2:26][CH2:27]N(C)C)C.CNC([NH:35][C:36](=[O:38])[O-:37])=S.[CH3:39][N:40]([CH3:43])[CH:41]=[O:42].[CH2:44](N(C(C)C)C(C)C)C. Given the product [Br:12][C:9]1[CH:10]=[C:11]2[C:6]([CH2:5][C:4]([CH3:13])([CH3:14])[CH2:3][C:2]32[CH2:15][C:41](=[O:42])[N:40]([CH3:43])[C:39]([NH:35][C:36](=[O:37])[O:38][C:26]([CH3:25])([CH3:27])[CH3:44])=[N:1]3)=[CH:7][CH:8]=1, predict the reactants needed to synthesize it. (6) Given the product [Br:37][CH2:9][C:8]1[CH:7]=[CH:6][C:5]([C:10]2[O:11][C:12]3[CH:18]=[CH:17][CH:16]=[CH:15][C:13]=3[N:14]=2)=[CH:4][C:3]=1[O:2][CH3:1], predict the reactants needed to synthesize it. The reactants are: [CH3:1][O:2][C:3]1[CH:4]=[C:5]([C:10]2[O:11][C:12]3[CH:18]=[CH:17][CH:16]=[CH:15][C:13]=3[N:14]=2)[CH:6]=[CH:7][C:8]=1[CH3:9].C(OOC(=O)C1C=CC=CC=1)(=O)C1C=CC=CC=1.[Br:37]N1C(=O)CCC1=O. (7) Given the product [C:1]1([C:21]2[CH:26]=[CH:25][CH:24]=[CH:23][CH:22]=2)[CH:6]=[CH:5][C:4]([C:7]2[N:8]([C:14]3[CH:19]=[CH:18][CH:17]=[CH:16][C:15]=3[F:20])[C:9]([CH2:12][Cl:29])=[N:10][N:11]=2)=[CH:3][CH:2]=1, predict the reactants needed to synthesize it. The reactants are: [C:1]1([C:21]2[CH:26]=[CH:25][CH:24]=[CH:23][CH:22]=2)[CH:6]=[CH:5][C:4]([C:7]2[N:8]([C:14]3[CH:19]=[CH:18][CH:17]=[CH:16][C:15]=3[F:20])[C:9]([CH2:12]O)=[N:10][N:11]=2)=[CH:3][CH:2]=1.S(Cl)([Cl:29])=O.C(Cl)(Cl)Cl. (8) Given the product [C:21]([O:20][C:17](=[O:19])[CH2:18][C:3](=[O:16])[C:4]1[CH:9]=[CH:8][CH:7]=[C:6]([C:10]2[CH:11]=[N:12][CH:13]=[CH:14][CH:15]=2)[CH:5]=1)([CH3:24])([CH3:23])[CH3:22], predict the reactants needed to synthesize it. The reactants are: CO[C:3](=[O:16])[C:4]1[CH:9]=[CH:8][CH:7]=[C:6]([C:10]2[CH:11]=[N:12][CH:13]=[CH:14][CH:15]=2)[CH:5]=1.[C:17]([O:20][C:21]([CH3:24])([CH3:23])[CH3:22])(=[O:19])[CH3:18].[Li]. (9) Given the product [C:21]([N:1]1[CH2:4][CH:3]([NH:5][C:6](=[O:12])[O:7][C:8]([CH3:9])([CH3:11])[CH3:10])[CH2:2]1)(=[O:22])[CH3:20], predict the reactants needed to synthesize it. The reactants are: [NH:1]1[CH2:4][CH:3]([NH:5][C:6](=[O:12])[O:7][C:8]([CH3:11])([CH3:10])[CH3:9])[CH2:2]1.CCN(CC)CC.[CH3:20][C:21](OC(C)=O)=[O:22].